This data is from Forward reaction prediction with 1.9M reactions from USPTO patents (1976-2016). The task is: Predict the product of the given reaction. Given the reactants [N+:1]([C:4]1[CH:34]=[CH:33][C:7]([C:8]([NH:10][C:11]2[CH:32]=[CH:31][C:14]3[N:15]([CH:18]([C:25]4[CH:30]=[CH:29][CH:28]=[CH:27][CH:26]=4)[CH2:19][C:20]([O:22]CC)=[O:21])[CH:16]=[N:17][C:13]=3[CH:12]=2)=[O:9])=[CH:6][CH:5]=1)([O-:3])=[O:2], predict the reaction product. The product is: [N+:1]([C:4]1[CH:5]=[CH:6][C:7]([C:8]([NH:10][C:11]2[CH:32]=[CH:31][C:14]3[N:15]([CH:18]([C:25]4[CH:30]=[CH:29][CH:28]=[CH:27][CH:26]=4)[CH2:19][C:20]([OH:22])=[O:21])[CH:16]=[N:17][C:13]=3[CH:12]=2)=[O:9])=[CH:33][CH:34]=1)([O-:3])=[O:2].